Dataset: Forward reaction prediction with 1.9M reactions from USPTO patents (1976-2016). Task: Predict the product of the given reaction. (1) Given the reactants [CH3:1][O:2][CH2:3][O:4][C:5]1[CH:6]=[C:7]2[C:11](=[CH:12][C:13]=1[N+:14]([O-])=O)[CH2:10][CH2:9][CH2:8]2, predict the reaction product. The product is: [CH3:1][O:2][CH2:3][O:4][C:5]1[CH:6]=[C:7]2[C:11]([CH2:10][CH2:9][CH2:8]2)=[CH:12][C:13]=1[NH2:14]. (2) Given the reactants [N:1]([C@@H:4]([CH2:8][CH2:9][CH2:10][CH3:11])[C:5]([O-:7])=[O:6])=[C:2]=[O:3].[S:12]1[C:16]2[CH:17]=[CH:18][CH:19]=[CH:20][C:15]=2[N:14]=[C:13]1[C:21]1([OH:26])[CH2:25][CH2:24][CH2:23][CH2:22]1.[C:27]1(C)C=CC=CC=1, predict the reaction product. The product is: [S:12]1[C:16]2[CH:17]=[CH:18][CH:19]=[CH:20][C:15]=2[N:14]=[C:13]1[C:21]1([O:26][C:2]([NH:1][C@@H:4]([CH2:8][CH2:9][CH2:10][CH3:11])[C:5]([O:7][CH3:27])=[O:6])=[O:3])[CH2:25][CH2:24][CH2:23][CH2:22]1.